From a dataset of Experimentally validated miRNA-target interactions with 360,000+ pairs, plus equal number of negative samples. Binary Classification. Given a miRNA mature sequence and a target amino acid sequence, predict their likelihood of interaction. (1) The miRNA is mmu-miR-374c-5p with sequence AUAAUACAACCUGCUAAGUG. The protein sequence of the target gene is MFQLPILNFSPQQVAGVCETLEESGDVERLGRFLWSLPVAPAACEALNKNESVLRARAIVAFHGGNYRELYHILENHKFTKESHAKLQALWLEAHYQEAEKLRGRPLGPVDKYRVRKKFPLPRTIWDGEQKTHCFKERTRHLLREWYLQDPYPNPSKKRELAQATGLTPTQVGNWFKNRRQRDRAAAAKNRLQQQVLSQGPGRVLRSEGEGTPEVLGVASSPAASLSSKAATSAISITSSDSECDI. Result: 1 (interaction). (2) The miRNA is mmu-miR-3110-5p with sequence UUCUGCCUCCCCUGAAGGCUC. The protein sequence of the target gene is MDPPGYNCFVDKDKMDASIQDLGPKELNCTELQELKQLARQGYWAQSHTLRGKVYQRLIRDIPCRTVTPDASVYSDIVGKIVGKHSSSSLPLPEFVDNTQVPTYCLNTRGEGAVRKILLCIANQFPDISFCPALPAVVALLLHYSIDEAECFEKACRILSCNDPTKKLIDQSFLAFESSCMTFGDLVNKYCQAAHKLMVAVSEDVLQVYSDWQRWLFGELPLNYFARVFDVFLVEGYKVLYRVALAILKFFHKVRAGQPLESDNVKQDIRMFVKDIAKTVSPEKLLEKAFAIRLFSRKEI.... Result: 1 (interaction).